From a dataset of Forward reaction prediction with 1.9M reactions from USPTO patents (1976-2016). Predict the product of the given reaction. Given the reactants [CH:1]1([CH:4]([C:15]2[CH:20]=[CH:19][C:18]([F:21])=[C:17]([O:22][CH3:23])[CH:16]=2)[CH:5]2C(=O)OC(C)(C)[O:7][C:6]2=[O:14])[CH2:3][CH2:2]1.O, predict the reaction product. The product is: [CH:1]1([CH:4]([C:15]2[CH:20]=[CH:19][C:18]([F:21])=[C:17]([O:22][CH3:23])[CH:16]=2)[CH2:5][C:6]([OH:14])=[O:7])[CH2:3][CH2:2]1.